This data is from Forward reaction prediction with 1.9M reactions from USPTO patents (1976-2016). The task is: Predict the product of the given reaction. (1) Given the reactants Cl.Cl.[CH3:3][Si:4]([CH3:31])([CH3:30])[CH2:5][CH2:6][O:7][CH2:8][N:9]1[C:13]2[N:14]=[CH:15][N:16]=[C:17]([C:18]3[CH:19]=[N:20][N:21]([C:23]4([CH2:27][C:28]#[N:29])[CH2:26][NH:25][CH2:24]4)[CH:22]=3)[C:12]=2[CH:11]=[CH:10]1.[OH:32][C:33]([C:36]1[CH:41]=[C:40]([C:42]([F:45])([F:44])[F:43])[N:39]=[C:38]([O:46][CH:47]2[CH2:52][CH2:51][C:50](=O)[CH2:49][CH2:48]2)[CH:37]=1)([CH3:35])[CH3:34].C(O[BH-](OC(=O)C)OC(=O)C)(=O)C.[Na+], predict the reaction product. The product is: [OH:32][C:33]([C:36]1[CH:41]=[C:40]([C:42]([F:43])([F:44])[F:45])[N:39]=[C:38]([O:46][C@@H:47]2[CH2:52][CH2:51][C@H:50]([N:25]3[CH2:24][C:23]([CH2:27][C:28]#[N:29])([N:21]4[CH:22]=[C:18]([C:17]5[C:12]6[CH:11]=[CH:10][N:9]([CH2:8][O:7][CH2:6][CH2:5][Si:4]([CH3:30])([CH3:3])[CH3:31])[C:13]=6[N:14]=[CH:15][N:16]=5)[CH:19]=[N:20]4)[CH2:26]3)[CH2:49][CH2:48]2)[CH:37]=1)([CH3:34])[CH3:35]. (2) Given the reactants [Cl:1][C:2]1[CH:7]=[C:6]2[NH:8][C:9](=[O:40])[C:10]3([CH:15]([C:16]4[CH:21]=[C:20]([Cl:22])[CH:19]=[CH:18][C:17]=4[O:23][CH2:24][C:25]([C:28]([OH:30])=O)([CH3:27])[CH3:26])[CH2:14][C:13](=[O:31])[NH:12][CH:11]3[C:32]3[CH:37]=[C:36]([F:38])[CH:35]=[CH:34][C:33]=3[CH3:39])[C:5]2=[CH:4][CH:3]=1.C1N=CN(C(N2C=NC=C2)=O)C=1.[CH3:53][S:54]([NH2:57])(=[O:56])=[O:55].[H-].[Na+].Cl, predict the reaction product. The product is: [Cl:1][C:2]1[CH:7]=[C:6]2[NH:8][C:9](=[O:40])[C:10]3([CH:15]([C:16]4[CH:21]=[C:20]([Cl:22])[CH:19]=[CH:18][C:17]=4[O:23][CH2:24][C:25]([CH3:27])([CH3:26])[C:28]([NH:57][S:54]([CH3:53])(=[O:56])=[O:55])=[O:30])[CH2:14][C:13](=[O:31])[NH:12][CH:11]3[C:32]3[CH:37]=[C:36]([F:38])[CH:35]=[CH:34][C:33]=3[CH3:39])[C:5]2=[CH:4][CH:3]=1. (3) Given the reactants [C:1]([O:5][C:6]([N:8]1[CH2:12][CH2:11][CH:10]([NH:13][CH2:14][C:15]2[CH:20]=[CH:19][C:18]([Cl:21])=[CH:17][C:16]=2[N+]([O-])=O)[CH2:9]1)=[O:7])([CH3:4])([CH3:3])[CH3:2].[CH3:25][O:26][C:27](=[O:30])[CH2:28]Br.C([O-])([O-])=O.[K+].[K+], predict the reaction product. The product is: [C:1]([O:5][C:6]([N:8]1[CH2:12][CH2:11][CH:10]([N:13]([CH2:14][C:15]2[CH:20]=[CH:19][C:18]([Cl:21])=[CH:17][CH:16]=2)[CH2:28][C:27]([O:26][CH3:25])=[O:30])[CH2:9]1)=[O:7])([CH3:4])([CH3:3])[CH3:2]. (4) The product is: [Cl:15][C:16]1[CH:17]=[C:18]([CH2:23][O:1][C:2]2[N:6]([C:7]3[CH:12]=[C:11]([C:13]#[N:14])[CH:10]=[CH:9][N:8]=3)[N:5]=[CH:4][CH:3]=2)[CH:19]=[CH:20][C:21]=1[Cl:22]. Given the reactants [OH:1][C:2]1[N:6]([C:7]2[CH:12]=[C:11]([C:13]#[N:14])[CH:10]=[CH:9][N:8]=2)[N:5]=[CH:4][CH:3]=1.[Cl:15][C:16]1[CH:17]=[C:18]([CH2:23]O)[CH:19]=[CH:20][C:21]=1[Cl:22], predict the reaction product. (5) Given the reactants C(OC([N:8]([CH2:16][C:17]1[CH:22]=[C:21](Cl)[N:20]=[C:19]([Cl:24])[N:18]=1)[C:9](=[O:15])[O:10][C:11]([CH3:14])([CH3:13])[CH3:12])=O)(C)(C)C.C(=O)([O-])[O-].[K+].[K+].CC1(C)OB([C:37]2[CH:38]=[N:39][C:40]([C:43]([F:46])([F:45])[F:44])=[N:41][CH:42]=2)OC1(C)C.O, predict the reaction product. The product is: [Cl:24][C:19]1[N:20]=[C:21]([C:37]2[CH:38]=[N:39][C:40]([C:43]([F:46])([F:45])[F:44])=[N:41][CH:42]=2)[CH:22]=[C:17]([CH2:16][NH:8][C:9](=[O:15])[O:10][C:11]([CH3:12])([CH3:13])[CH3:14])[N:18]=1. (6) Given the reactants [O:1]1[CH2:6][CH2:5][C:4](=[O:7])[CH2:3][CH2:2]1.[Li+].CC([N-]C(C)C)C.[C:16](C#N)(=[O:20])[O:17][CH2:18][CH3:19].CC(O)=O, predict the reaction product. The product is: [O:7]=[C:4]1[CH2:5][CH2:6][O:1][CH2:2][CH:3]1[C:16]([O:17][CH2:18][CH3:19])=[O:20]. (7) Given the reactants [I-].[CH3:2][P+](C1C=CC=CC=1)(C1C=CC=CC=1)C1C=CC=CC=1.[Li]CCCC.CCCCCC.[CH3:33][O:34][C:35]1[C:40]([CH:41]=O)=[CH:39][N:38]=[C:37]2[N:43]([CH2:46][O:47][CH2:48][CH2:49][Si:50]([CH3:53])([CH3:52])[CH3:51])[CH:44]=[CH:45][C:36]=12, predict the reaction product. The product is: [CH3:33][O:34][C:35]1[C:40]([CH:41]=[CH2:2])=[CH:39][N:38]=[C:37]2[N:43]([CH2:46][O:47][CH2:48][CH2:49][Si:50]([CH3:53])([CH3:52])[CH3:51])[CH:44]=[CH:45][C:36]=12. (8) Given the reactants [Cl:1][C:2]1[CH:10]=[C:9]([C:11]([NH:13][CH:14]([C:16]2[NH:20][C:19]3[CH:21]=[CH:22][C:23]([Cl:25])=[CH:24][C:18]=3[N:17]=2)[CH3:15])=[O:12])[CH:8]=[CH:7][C:3]=1[C:4]([OH:6])=O.[CH:26]1([N:32]([CH2:34][CH:35]2[CH2:40][CH2:39][CH2:38][CH2:37][NH:36]2)[CH3:33])[CH2:31][CH2:30][CH2:29][CH2:28][CH2:27]1.C(N(C(C)C)CC)(C)C.ClCl, predict the reaction product. The product is: [Cl:1][C:2]1[CH:10]=[C:9]([CH:8]=[CH:7][C:3]=1[C:4]([N:36]1[CH2:37][CH2:38][CH2:39][CH2:40][CH:35]1[CH2:34][N:32]([CH:26]1[CH2:31][CH2:30][CH2:29][CH2:28][CH2:27]1)[CH3:33])=[O:6])[C:11]([NH:13][CH:14]([C:16]1[NH:20][C:19]2[CH:21]=[CH:22][C:23]([Cl:25])=[CH:24][C:18]=2[N:17]=1)[CH3:15])=[O:12]. (9) Given the reactants Cl.[NH2:2][C@H:3]([CH2:8][C:9]1[CH:10]=[C:11]2[C:15](=[C:16]([CH3:18])[CH:17]=1)[NH:14][N:13]=[CH:12]2)[C:4]([O:6][CH3:7])=[O:5].C1C(=O)N(OC(ON2C(=O)CCC2=O)=O)[C:21](=[O:22])C1.C(N(CC)CC)C.[NH:44]1[CH2:49][CH2:48][CH:47]([C:50]2[C:51](=[O:60])[NH:52][C:53]3[C:58]([CH:59]=2)=[CH:57][CH:56]=[CH:55][CH:54]=3)[CH2:46][CH2:45]1, predict the reaction product. The product is: [CH3:18][C:16]1[CH:17]=[C:9]([CH2:8][C@@H:3]([NH:2][C:21]([N:44]2[CH2:45][CH2:46][CH:47]([C:50]3[C:51](=[O:60])[NH:52][C:53]4[C:58]([CH:59]=3)=[CH:57][CH:56]=[CH:55][CH:54]=4)[CH2:48][CH2:49]2)=[O:22])[C:4]([O:6][CH3:7])=[O:5])[CH:10]=[C:11]2[C:15]=1[NH:14][N:13]=[CH:12]2.